This data is from Catalyst prediction with 721,799 reactions and 888 catalyst types from USPTO. The task is: Predict which catalyst facilitates the given reaction. (1) Reactant: [O:1]1[CH2:5][CH2:4][CH2:3][CH:2]1[C:6]([OH:8])=O.C(Cl)(=O)C(Cl)=O.C(N(CC)CC)C.[Cl:22][C:23]1[N:28]=[CH:27][C:26]([CH2:29][NH:30][C:31]2[CH:36]=[CH:35][C:34]([F:37])=[CH:33][CH:32]=2)=[CH:25][CH:24]=1. Product: [Cl:22][C:23]1[N:28]=[CH:27][C:26]([CH2:29][N:30]([C:31]2[CH:36]=[CH:35][C:34]([F:37])=[CH:33][CH:32]=2)[C:6]([CH:2]2[CH2:3][CH2:4][CH2:5][O:1]2)=[O:8])=[CH:25][CH:24]=1. The catalyst class is: 4. (2) Reactant: [Cl:1][C:2]1[CH:10]=[CH:9][C:5]([C:6](Cl)=[O:7])=[CH:4][C:3]=1[S:11](=[O:14])(=[O:13])[NH2:12].[CH:15]1[CH:16]=[CH:17][N:18]2[CH2:24][C:23]3[CH:25]=[CH:26][CH:27]=[CH:28][C:22]=3[NH:21][CH2:20][C:19]=12.CN(C)C1C=CC=CC=1.O. Product: [Cl:1][C:2]1[CH:10]=[CH:9][C:5]([C:6]([N:21]2[C:22]3[CH:28]=[CH:27][CH:26]=[CH:25][C:23]=3[CH2:24][N:18]3[CH:17]=[CH:16][CH:15]=[C:19]3[CH2:20]2)=[O:7])=[CH:4][C:3]=1[S:11]([NH2:12])(=[O:14])=[O:13]. The catalyst class is: 12.